This data is from Full USPTO retrosynthesis dataset with 1.9M reactions from patents (1976-2016). The task is: Predict the reactants needed to synthesize the given product. (1) The reactants are: C(C1C(=O)C(Cl)=C(Cl)C(=O)C=1C#N)#N.C1(C)C=CC(S(O)(=O)=O)=CC=1.[CH2:26]([O:28][C:29]([CH:31]1[CH2:48][C:35]2[S:36][C:37]([NH:42][C:43]([CH:45]3[CH2:47][CH2:46]3)=[O:44])=[C:38]([C:39](=[O:41])[NH2:40])[C:34]=2[CH2:33][CH2:32]1)=[O:30])[CH3:27]. Given the product [CH2:26]([O:28][C:29]([C:31]1[CH:32]=[CH:33][C:34]2[C:38]([C:39](=[O:41])[NH2:40])=[C:37]([NH:42][C:43]([CH:45]3[CH2:46][CH2:47]3)=[O:44])[S:36][C:35]=2[CH:48]=1)=[O:30])[CH3:27], predict the reactants needed to synthesize it. (2) Given the product [CH2:27]([O:26][C:25]([NH:24][C:21]1([C:18]2[N:19]=[C:6]([CH:1]3[CH2:2][CH2:3][CH2:4][CH2:5]3)[C:8]([C:9]([O:11][CH3:12])=[O:10])=[CH:13][N:20]=2)[CH2:22][CH2:23]1)=[O:34])[C:28]1[CH:29]=[CH:30][CH:31]=[CH:32][CH:33]=1, predict the reactants needed to synthesize it. The reactants are: [CH:1]1([C:6]([C:8](=[CH:13]N(C)C)[C:9]([O:11][CH3:12])=[O:10])=O)[CH2:5][CH2:4][CH2:3][CH2:2]1.Cl.[C:18]([C:21]1([NH:24][C:25](=[O:34])[O:26][CH2:27][C:28]2[CH:33]=[CH:32][CH:31]=[CH:30][CH:29]=2)[CH2:23][CH2:22]1)(=[NH:20])[NH2:19]. (3) Given the product [Cl:1][C:2]1[CH:3]=[CH:4][C:5]2[NH:11][C:10](=[S:40])[C@@H:9]([CH2:13][C:14]([O:16][CH2:17][CH:18]=[CH2:19])=[O:15])[S:8][C@H:7]([C:20]3[C:25]([O:26][CH3:27])=[CH:24][CH:23]=[CH:22][C:21]=3[O:28][CH3:29])[C:6]=2[CH:30]=1, predict the reactants needed to synthesize it. The reactants are: [Cl:1][C:2]1[CH:3]=[CH:4][C:5]2[NH:11][C:10](=O)[C@@H:9]([CH2:13][C:14]([O:16][CH2:17][CH:18]=[CH2:19])=[O:15])[S:8][C@H:7]([C:20]3[C:25]([O:26][CH3:27])=[CH:24][CH:23]=[CH:22][C:21]=3[O:28][CH3:29])[C:6]=2[CH:30]=1.COC1C=CC(P2(SP(C3C=CC(OC)=CC=3)(=S)S2)=[S:40])=CC=1. (4) Given the product [F:18][C:19]([F:24])([F:23])[C:20]([OH:22])=[O:21].[Br:1][C:2]1[S:3][C:4]2[CH2:5][NH:6][CH2:7][CH2:8][C:9]=2[N:10]=1, predict the reactants needed to synthesize it. The reactants are: [Br:1][C:2]1[S:3][C:4]2[CH2:5][N:6](C(OC(C)(C)C)=O)[CH2:7][CH2:8][C:9]=2[N:10]=1.[F:18][C:19]([F:24])([F:23])[C:20]([OH:22])=[O:21]. (5) Given the product [CH2:22]([C:5]1([C:17]([F:18])([F:20])[F:19])[C:4]2[CH:3]=[C:2]([Cl:1])[CH:11]=[CH:10][C:9]=2[NH:8][C:7]2[C:12](=[O:16])[NH:13][CH:14]=[N:15][C:6]1=2)[CH2:23][CH2:24][CH3:25], predict the reactants needed to synthesize it. The reactants are: [Cl:1][C:2]1[CH:11]=[CH:10][C:9]2[N:8]=[C:7]3[C:12](=[O:16])[NH:13][CH:14]=[N:15][C:6]3=[C:5]([C:17]([F:20])([F:19])[F:18])[C:4]=2[CH:3]=1.[Li][CH2:22][CH2:23][CH2:24][CH3:25]. (6) The reactants are: [C:1]1([C:7]2[S:8][C:9](/[CH:12]=[CH:13]/[C:14]([OH:16])=O)=[CH:10][N:11]=2)[CH:6]=[CH:5][CH:4]=[CH:3][CH:2]=1.C(OC(Cl)=O)C(C)C.[N-:25]=[N+:26]=[N-:27].[Na+]. Given the product [C:1]1([C:7]2[S:8][C:9](/[CH:12]=[CH:13]/[C:14]([N:25]=[N+:26]=[N-:27])=[O:16])=[CH:10][N:11]=2)[CH:6]=[CH:5][CH:4]=[CH:3][CH:2]=1, predict the reactants needed to synthesize it. (7) Given the product [N+:1]([C:20]1[CH:21]=[CH:22][CH:23]=[CH:24][C:25]=1[CH2:26][CH2:27][NH:18][C:16](=[O:17])[C:15]([F:14])([F:31])[F:32])([O-:3])=[O:2].[CH2:16]=[O:17], predict the reactants needed to synthesize it. The reactants are: [N+:1](C1C2C(=CC=CC=2)CCN1)([O-:3])=[O:2].[F:14][C:15]([F:32])([F:31])[C:16]([N:18]1[CH2:27][CH2:26][CH:25]2[C:20](=[CH:21][CH:22]=[CH:23][CH2:24]2)C1[N+]([O-])=O)=[O:17]. (8) Given the product [NH:1]([C:35]([CH3:37])=[O:36])[C@@H:2]([C:18]([N:20]1[CH2:34][CH2:33][CH2:32][C@@H:21]1[C:22]([OH:24])=[O:23])=[O:19])[CH2:3][CH2:4][CH2:5][CH2:6][NH:7][C:8]([O:10][CH2:11][C:12]1[CH:17]=[CH:16][CH:15]=[CH:14][CH:13]=1)=[O:9], predict the reactants needed to synthesize it. The reactants are: [NH:1]([C:35]([CH3:37])=[O:36])[C@@H:2]([C:18]([N:20]1[CH2:34][CH2:33][CH2:32][C@@H:21]1[C:22]([O:24]CC1C=CC=CC=1)=[O:23])=[O:19])[CH2:3][CH2:4][CH2:5][CH2:6][NH:7][C:8]([O:10][CH2:11][C:12]1[CH:17]=[CH:16][CH:15]=[CH:14][CH:13]=1)=[O:9].[OH-].[Na+].C(OC(C)C)(C)C.Cl. (9) Given the product [O:28]=[C:27]([C:10]1[O:11][C:7]([C:2]2[CH:3]=[CH:4][CH:5]=[CH:6][N:1]=2)=[CH:8][N:9]=1)[CH2:26][CH2:25][C:22]1[CH:23]=[CH:24][C:19]([S:18][C:12]2[CH:17]=[CH:16][CH:15]=[CH:14][CH:13]=2)=[CH:20][CH:21]=1, predict the reactants needed to synthesize it. The reactants are: [N:1]1[CH:6]=[CH:5][CH:4]=[CH:3][C:2]=1[C:7]1[O:11][CH:10]=[N:9][CH:8]=1.[C:12]1([S:18][C:19]2[CH:24]=[CH:23][C:22]([CH2:25][CH2:26][C:27](O)=[O:28])=[CH:21][CH:20]=2)[CH:17]=[CH:16][CH:15]=[CH:14][CH:13]=1. (10) Given the product [C:1]([C:5]1[CH:10]=[CH:9][CH:8]=[CH:7][C:6]=1[N:11]1[CH2:12][CH2:13][N:14]([C:17](=[O:21])[C:18]([NH:43][C:44]2[CH:49]=[CH:48][CH:47]=[CH:46][N:45]=2)=[O:19])[CH2:15][CH2:16]1)([CH3:2])([CH3:4])[CH3:3], predict the reactants needed to synthesize it. The reactants are: [C:1]([C:5]1[CH:10]=[CH:9][CH:8]=[CH:7][C:6]=1[N:11]1[CH2:16][CH2:15][N:14]([C:17](=[O:21])[C:18](O)=[O:19])[CH2:13][CH2:12]1)([CH3:4])([CH3:3])[CH3:2].CCN=C=NCCCN(C)C.C1C=CC2N(O)N=NC=2C=1.[NH2:43][C:44]1[CH:49]=[CH:48][CH:47]=[CH:46][N:45]=1.